This data is from TCR-epitope binding with 47,182 pairs between 192 epitopes and 23,139 TCRs. The task is: Binary Classification. Given a T-cell receptor sequence (or CDR3 region) and an epitope sequence, predict whether binding occurs between them. (1) The epitope is FLNGSCGSV. The TCR CDR3 sequence is CASSRLAGGDGDTQYF. Result: 1 (the TCR binds to the epitope). (2) The epitope is HSKKKCDEL. The TCR CDR3 sequence is CSGSQDPYEQYF. Result: 0 (the TCR does not bind to the epitope). (3) The epitope is FLNGSCGSV. The TCR CDR3 sequence is CASSFSGGPLHEQFF. Result: 1 (the TCR binds to the epitope). (4) The epitope is YYRRATRRIR. The TCR CDR3 sequence is CASSEVVSTTYEQYF. Result: 0 (the TCR does not bind to the epitope). (5) The epitope is FPRPWLHGL. The TCR CDR3 sequence is CASSLWGGGDREQYF. Result: 1 (the TCR binds to the epitope). (6) The epitope is RLQSLQTYV. The TCR CDR3 sequence is CASSPLMGDTQYF. Result: 0 (the TCR does not bind to the epitope).